Dataset: Catalyst prediction with 721,799 reactions and 888 catalyst types from USPTO. Task: Predict which catalyst facilitates the given reaction. Reactant: C(O)(=O)C.[C:5]([N:8]1[C:17]2[CH:16]=[CH:15][C:14]([NH2:18])=[CH:13][C:12]=2[C:11]2[N:19]([C:25]3[CH:33]=[CH:32][C:28]4[O:29][CH2:30][O:31][C:27]=4[CH:26]=3)[N:20]=[C:21]([C:22]([NH2:24])=[O:23])[C:10]=2[CH2:9]1)(=[O:7])[CH3:6].[CH3:34][S:35](Cl)(=[O:37])=[O:36]. Product: [C:5]([N:8]1[C:17]2[CH:16]=[CH:15][C:14]([NH:18][S:35]([CH3:34])(=[O:37])=[O:36])=[CH:13][C:12]=2[C:11]2[N:19]([C:25]3[CH:33]=[CH:32][C:28]4[O:29][CH2:30][O:31][C:27]=4[CH:26]=3)[N:20]=[C:21]([C:22]([NH2:24])=[O:23])[C:10]=2[CH2:9]1)(=[O:7])[CH3:6]. The catalyst class is: 17.